Task: Predict the reactants needed to synthesize the given product.. Dataset: Full USPTO retrosynthesis dataset with 1.9M reactions from patents (1976-2016) (1) Given the product [C:1]([O:5][C:6]([N:8]1[CH2:9][CH:10]=[C:11]([C:14]2[C:22]3[S:21][C:20]([NH:23][C:39](=[O:40])[C:38]4[CH:42]=[CH:43][C:35]([CH2:34][Cl:33])=[CH:36][CH:37]=4)=[N:19][C:18]=3[C:17]([O:24][CH3:25])=[CH:16][CH:15]=2)[CH2:12][CH2:13]1)=[O:7])([CH3:4])([CH3:3])[CH3:2], predict the reactants needed to synthesize it. The reactants are: [C:1]([O:5][C:6]([N:8]1[CH2:13][CH:12]=[C:11]([C:14]2[C:22]3[S:21][C:20]([NH2:23])=[N:19][C:18]=3[C:17]([O:24][CH3:25])=[CH:16][CH:15]=2)[CH2:10][CH2:9]1)=[O:7])([CH3:4])([CH3:3])[CH3:2].C(N(CC)CC)C.[Cl:33][CH2:34][C:35]1[CH:43]=[CH:42][C:38]([C:39](Cl)=[O:40])=[CH:37][CH:36]=1.CO. (2) The reactants are: Cl[C:2]1[CH:7]=[CH:6][N:5]=[CH:4][C:3]=1[NH:8][C:9]1[N:13]2[N:14]=[C:15]([C:18]3[C:23]([F:24])=[CH:22][CH:21]=[CH:20][C:19]=3[F:25])[CH:16]=[CH:17][C:12]2=[CH:11][N:10]=1.CC1(C)C(C)(C)OB([C:34]2[CH:35]=[C:36]([CH:38]=[CH:39][CH:40]=2)[NH2:37])O1.P([O-])([O-])([O-])=O.[K+].[K+].[K+]. Given the product [NH2:37][C:36]1[CH:35]=[C:34]([C:2]2[CH:7]=[CH:6][N:5]=[CH:4][C:3]=2[NH:8][C:9]2[N:13]3[N:14]=[C:15]([C:18]4[C:23]([F:24])=[CH:22][CH:21]=[CH:20][C:19]=4[F:25])[CH:16]=[CH:17][C:12]3=[CH:11][N:10]=2)[CH:40]=[CH:39][CH:38]=1, predict the reactants needed to synthesize it. (3) Given the product [CH:19]1[C:18]2[C:17](=[O:27])[C:16]3[C:25](=[CH:12][CH:13]=[CH:14][CH:15]=3)[C:24](=[O:26])[C:23]=2[CH:22]=[CH:21][CH:20]=1, predict the reactants needed to synthesize it. The reactants are: N1C(Cl)=NC(Cl)=NC=1Cl.O.N[C:12]1[C:25]2[C:24](=[O:26])[C:23]3[C:18](=[CH:19][CH:20]=[CH:21][CH:22]=3)[C:17](=[O:27])[C:16]=2[C:15](NC2C=CC(N)=CC=2)=[CH:14][CH:13]=1.C1C(N)=CC=C(N)C=1. (4) Given the product [Cl:30][C:31]1[CH:39]=[CH:38][CH:37]=[CH:36][C:32]=1[C:33]([NH:1][C:2]1[CH:29]=[CH:28][C:5]2[CH2:6][CH2:7][C:8]3[C:9]([C:25]([NH2:27])=[O:26])=[N:10][N:11]([C:13]4[CH:14]=[CH:15][C:16]([S:19]([N:22]([CH3:23])[CH3:24])(=[O:20])=[O:21])=[CH:17][CH:18]=4)[C:12]=3[C:4]=2[CH:3]=1)=[O:34], predict the reactants needed to synthesize it. The reactants are: [NH2:1][C:2]1[CH:29]=[CH:28][C:5]2[CH2:6][CH2:7][C:8]3[C:9]([C:25]([NH2:27])=[O:26])=[N:10][N:11]([C:13]4[CH:18]=[CH:17][C:16]([S:19]([N:22]([CH3:24])[CH3:23])(=[O:21])=[O:20])=[CH:15][CH:14]=4)[C:12]=3[C:4]=2[CH:3]=1.[Cl:30][C:31]1[CH:39]=[CH:38][CH:37]=[CH:36][C:32]=1[C:33](Cl)=[O:34].C(O)C(N)(CO)CO.CCOC(C)=O. (5) Given the product [OH:26][CH2:25][CH2:24][CH2:23][CH2:22][NH:21][C:18]([C:4]1[NH:5][C:6]([CH:7]=[C:8]2[C:16]3[C:11](=[CH:12][CH:13]=[CH:14][CH:15]=3)[NH:10][C:9]2=[O:17])=[C:2]([CH3:1])[CH:3]=1)=[O:20], predict the reactants needed to synthesize it. The reactants are: [CH3:1][C:2]1[CH:3]=[C:4]([C:18]([OH:20])=O)[NH:5][C:6]=1[CH:7]=[C:8]1[C:16]2[C:11](=[CH:12][CH:13]=[CH:14][CH:15]=2)[NH:10][C:9]1=[O:17].[NH2:21][CH2:22][CH2:23][CH2:24][CH2:25][OH:26].CCN(CC)CC. (6) Given the product [Br:22][C:23]1[CH:28]=[C:27]([C:7]2[C:6]([CH3:20])=[C:5]3[C:10](=[CH:9][CH:8]=2)[N:2]([CH3:1])[C:3](=[O:21])[CH2:4]3)[CH:26]=[N:25][CH:24]=1, predict the reactants needed to synthesize it. The reactants are: [CH3:1][N:2]1[C:10]2[C:5](=[C:6]([CH3:20])[C:7](B3OC(C)(C)C(C)(C)O3)=[CH:8][CH:9]=2)[CH2:4][C:3]1=[O:21].[Br:22][C:23]1[CH:24]=[N:25][CH:26]=[C:27](Br)[CH:28]=1.COCCOC.C(=O)([O-])[O-].[Na+].[Na+]. (7) Given the product [CH:4]1([CH2:5][O:6][C:7]2[CH:8]=[CH:9][C:10]([C:11]([NH:13][CH2:14][C:15]([OH:17])=[O:16])=[O:12])=[CH:18][CH:19]=2)[CH2:1][CH2:3][CH2:2][CH2:21]1, predict the reactants needed to synthesize it. The reactants are: [CH:1]1([CH2:4][CH2:5][O:6][C:7]2[CH:19]=[CH:18][C:10]([C:11]([NH:13][CH2:14][C:15]([OH:17])=[O:16])=[O:12])=[CH:9][CH:8]=2)[CH2:3][CH2:2]1.O[C:21]1C=CC(C(OC)=O)=CC=1.C1(CO)CCCC1. (8) Given the product [CH3:5][O:6][C:7]1[CH:8]=[N:9][C:10]2[C:15]([CH:16]=1)=[CH:14][C:13]([OH:20])=[CH:12][CH:11]=2, predict the reactants needed to synthesize it. The reactants are: N([O-])=O.[Na+].[CH3:5][O:6][C:7]1[CH:8]=[N:9][C:10]2[C:15]([CH:16]=1)=[CH:14][C:13](N)=[CH:12][CH:11]=2.Cl.S(=O)(=O)(O)[OH:20].C(=O)([O-])[O-].[Na+].[Na+]. (9) Given the product [C:1]([O:5][C:6]([NH:7][C@@H:8]([CH2:11][CH3:12])[CH2:9][NH:10][C:22](=[O:27])[C:23]([O:25][CH3:26])=[O:24])=[O:13])([CH3:4])([CH3:3])[CH3:2], predict the reactants needed to synthesize it. The reactants are: [C:1]([O:5][C:6](=[O:13])[NH:7][C@@H:8]([CH2:11][CH3:12])[CH2:9][NH2:10])([CH3:4])([CH3:3])[CH3:2].C(N(CC)CC)C.Cl[C:22](=[O:27])[C:23]([O:25][CH3:26])=[O:24]. (10) Given the product [CH2:1]([C:8]1[CH:9]=[N:10][C:11]2[C:16]([C:17]=1[C:18]1[CH:19]=[C:20]([NH:24][CH2:36][C:35]3[CH:34]=[CH:33][C:32]([C:38]4[CH:43]=[CH:42][C:41]([O:44][CH3:45])=[CH:40][CH:39]=4)=[CH:31][C:30]=3[F:29])[CH:21]=[CH:22][CH:23]=1)=[CH:15][CH:14]=[CH:13][C:12]=2[C:25]([F:28])([F:26])[F:27])[C:2]1[CH:3]=[CH:4][CH:5]=[CH:6][CH:7]=1, predict the reactants needed to synthesize it. The reactants are: [CH2:1]([C:8]1[CH:9]=[N:10][C:11]2[C:16]([C:17]=1[C:18]1[CH:19]=[C:20]([NH2:24])[CH:21]=[CH:22][CH:23]=1)=[CH:15][CH:14]=[CH:13][C:12]=2[C:25]([F:28])([F:27])[F:26])[C:2]1[CH:7]=[CH:6][CH:5]=[CH:4][CH:3]=1.[F:29][C:30]1[CH:31]=[C:32]([C:38]2[CH:43]=[CH:42][C:41]([O:44][CH3:45])=[CH:40][CH:39]=2)[CH:33]=[CH:34][C:35]=1[CH:36]=O.